Dataset: Catalyst prediction with 721,799 reactions and 888 catalyst types from USPTO. Task: Predict which catalyst facilitates the given reaction. (1) Product: [Cl:19][C:20]1[CH:25]=[CH:24][C:23]([NH:26][C:27]([NH:1][CH2:2][CH:3]2[O:8][CH2:7][CH2:6][N:5]([C:9]([O:11][CH2:12][C:13]3[CH:18]=[CH:17][CH:16]=[CH:15][CH:14]=3)=[O:10])[CH2:4]2)=[O:28])=[CH:22][CH:21]=1. The catalyst class is: 98. Reactant: [NH2:1][CH2:2][CH:3]1[O:8][CH2:7][CH2:6][N:5]([C:9]([O:11][CH2:12][C:13]2[CH:18]=[CH:17][CH:16]=[CH:15][CH:14]=2)=[O:10])[CH2:4]1.[Cl:19][C:20]1[CH:25]=[CH:24][C:23]([N:26]=[C:27]=[O:28])=[CH:22][CH:21]=1.ClCCl.C(O)C.N. (2) Reactant: C([SiH](CC)CC)C.[CH3:8][O:9][C:10]([C:12]1[NH:13][CH:14]=[C:15]([C:17](=O)[CH2:18][C:19]2[CH:24]=[CH:23][CH:22]=[CH:21][CH:20]=2)[CH:16]=1)=[O:11]. Product: [CH3:8][O:9][C:10]([C:12]1[NH:13][CH:14]=[C:15]([CH2:17][CH2:18][C:19]2[CH:24]=[CH:23][CH:22]=[CH:21][CH:20]=2)[CH:16]=1)=[O:11]. The catalyst class is: 55. (3) Reactant: Cl[C:2]1[C:3]2[C:4](=[CH:16][N:17](CC3C=CC(OC)=CC=3)[N:18]=2)[N:5]=[C:6]([C:8]2[CH:13]=[CH:12][C:11]([F:14])=[CH:10][C:9]=2[F:15])[N:7]=1.[CH3:28][O:29][C:30]1[CH:31]=[C:32]([CH:34]=[CH:35][C:36]=1[O:37][CH3:38])[NH2:33].Cl. Product: [F:15][C:9]1[CH:10]=[C:11]([F:14])[CH:12]=[CH:13][C:8]=1[C:6]1[N:7]=[C:2]([NH:33][C:32]2[CH:34]=[CH:35][C:36]([O:37][CH3:38])=[C:30]([O:29][CH3:28])[CH:31]=2)[C:3]2[NH:18][N:17]=[CH:16][C:4]=2[N:5]=1. The catalyst class is: 71. (4) Reactant: [Cl:1][C:2]1[C:7]([S:8][C:9]2[CH:14]=[CH:13][CH:12]=[CH:11][CH:10]=2)=[C:6](N)[CH:5]=[CH:4][N:3]=1. Product: [Cl:1][C:2]1[C:7]2[S:8][C:9]3[CH:14]=[CH:13][CH:12]=[CH:11][C:10]=3[C:6]=2[CH:5]=[CH:4][N:3]=1. The catalyst class is: 52. (5) Reactant: [F:1][C:2]1[CH:11]=[CH:10][C:5]([C:6]([O:8]C)=O)=[CH:4][C:3]=1[NH:12][C:13]([O:15][CH2:16][CH:17]=[CH2:18])=[O:14].[Li+].C[Si]([N-][Si](C)(C)C)(C)C.[Cl:29][C:30]1[N:35]=[C:34]([CH3:36])[CH:33]=[CH:32][N:31]=1. Product: [CH2:16]([O:15][C:13](=[O:14])[NH:12][C:3]1[CH:4]=[C:5]([C:6](=[O:8])[CH2:36][C:34]2[CH:33]=[CH:32][N:31]=[C:30]([Cl:29])[N:35]=2)[CH:10]=[CH:11][C:2]=1[F:1])[CH:17]=[CH2:18]. The catalyst class is: 1. (6) Reactant: [NH2:1][C:2]1([C:17]([O:19][CH3:20])=[O:18])[CH2:6][CH2:5][CH:4]([C:7]2[CH:8]=[C:9]3[C:14](=[CH:15][CH:16]=2)[CH:13]=[N:12][CH:11]=[CH:10]3)[CH2:3]1.CCN(C(C)C)C(C)C.[CH3:30][C:31]([O:34][C:35](O[C:35]([O:34][C:31]([CH3:33])([CH3:32])[CH3:30])=[O:36])=[O:36])([CH3:33])[CH3:32]. Product: [C:31]([O:34][C:35]([NH:1][C:2]1([C:17]([O:19][CH3:20])=[O:18])[CH2:6][CH2:5][CH:4]([C:7]2[CH:8]=[C:9]3[C:14](=[CH:15][CH:16]=2)[CH:13]=[N:12][CH:11]=[CH:10]3)[CH2:3]1)=[O:36])([CH3:33])([CH3:32])[CH3:30]. The catalyst class is: 115. (7) Reactant: [CH3:1][N:2]([CH3:20])[C:3]([C@@H:5]1[CH2:7][C@H:6]1[C:8]([C:10]1[C:18]2[C:13](=[CH:14][CH:15]=[C:16]([F:19])[CH:17]=2)[NH:12][CH:11]=1)=O)=O.[H-].[H-].[H-].[H-].[Li+].[Al+3]. Product: [NH3:2].[F:19][C:16]1[CH:17]=[C:18]2[C:13](=[CH:14][CH:15]=1)[NH:12][CH:11]=[C:10]2[CH2:8][CH:6]1[CH2:7][CH:5]1[CH2:3][N:2]([CH3:1])[CH3:20]. The catalyst class is: 116.